Regression/Classification. Given a drug SMILES string, predict its absorption, distribution, metabolism, or excretion properties. Task type varies by dataset: regression for continuous measurements (e.g., permeability, clearance, half-life) or binary classification for categorical outcomes (e.g., BBB penetration, CYP inhibition). Dataset: cyp2c19_veith. From a dataset of CYP2C19 inhibition data for predicting drug metabolism from PubChem BioAssay. (1) The compound is COC(=O)c1[nH]c2cccc(OC)c2c1NC(=O)CN(C)CC1OCCO1. The result is 0 (non-inhibitor). (2) The drug is Nc1ccccc1C(=O)/C=C\c1ccc2c(c1)OCO2. The result is 1 (inhibitor). (3) The drug is N#Cc1ccc(CN2CC[C@@]3(CCCN(C(=O)c4ccco4)C3)C2)cc1. The result is 0 (non-inhibitor). (4) The compound is Cc1nc2c(C(=O)NCCC(C)C)c[nH]n2c(=O)c1Cc1ccccc1F. The result is 1 (inhibitor). (5) The molecule is C/C(CCN1CCCCc2nc(C)c(C)cc21)=N\OC[C@@H](C)[C@H](OCc1ccccc1)C(C)C. The result is 0 (non-inhibitor). (6) The drug is CC[C@H](Oc1ccc(Cl)cc1)C(=O)OC1C[C@@H]2CC[C@H](C1)N2C. The result is 1 (inhibitor). (7) The molecule is CC1(C)CCC=[N+]1[O-]. The result is 0 (non-inhibitor). (8) The drug is N#C/C(=C\Nc1ccccn1)C(=O)C1CC1. The result is 0 (non-inhibitor).